Dataset: Forward reaction prediction with 1.9M reactions from USPTO patents (1976-2016). Task: Predict the product of the given reaction. Given the reactants C(C(CCCC)COC(=O)CC[S:9][C:10]1[CH:19]=[C:18]2[C:13]([C:14]([C:23]3[CH:28]=[CH:27][CH:26]=[CH:25][CH:24]=3)=[CH:15][C:16]3[N:17]2[CH:20]=[N:21][N:22]=3)=[CH:12][CH:11]=1)C.N#N.CC(C)([O-])C.[K+].Br[CH2:43][CH2:44][CH2:45][C:46]([O:48][CH2:49][CH3:50])=[O:47], predict the reaction product. The product is: [CH2:49]([O:48][C:46](=[O:47])[CH2:45][CH2:44][CH2:43][S:9][C:10]1[CH:19]=[C:18]2[C:13]([C:14]([C:23]3[CH:28]=[CH:27][CH:26]=[CH:25][CH:24]=3)=[CH:15][C:16]3[N:17]2[CH:20]=[N:21][N:22]=3)=[CH:12][CH:11]=1)[CH3:50].